This data is from Reaction yield outcomes from USPTO patents with 853,638 reactions. The task is: Predict the reaction yield, written as a fraction of the theoretical maximum amount of product (1.0 means a 100% yield; for example, 0.34 means a 34% yield). (1) The reactants are [CH:1]12[CH2:9][CH:5]([CH2:6][NH:7][CH2:8]1)[CH2:4][N:3]([CH2:10][CH:11]([OH:22])[CH2:12][O:13][C:14]1[CH:21]=[CH:20][C:17]([C:18]#[N:19])=[CH:16][CH:15]=1)[CH2:2]2.[C:23]([N:25]=[C:26](OC1C=CC=CC=1)[NH:27][CH2:28][C:29]1[CH:34]=[C:33]([O:35][CH3:36])[C:32]([O:37][CH3:38])=[C:31]([O:39][CH3:40])[CH:30]=1)#[N:24]. The catalyst is C(O)(C)C. The product is [C:23]([N:25]=[C:26]([N:7]1[CH2:6][CH:5]2[CH2:9][CH:1]([CH2:2][N:3]([CH2:10][CH:11]([OH:22])[CH2:12][O:13][C:14]3[CH:15]=[CH:16][C:17]([C:18]#[N:19])=[CH:20][CH:21]=3)[CH2:4]2)[CH2:8]1)[NH:27][CH2:28][C:29]1[CH:30]=[C:31]([O:39][CH3:40])[C:32]([O:37][CH3:38])=[C:33]([O:35][CH3:36])[CH:34]=1)#[N:24]. The yield is 0.920. (2) The reactants are [CH3:1][O:2][C:3]1[N:4]=[CH:5][CH:6]=[C:7]2[C:11]([C:12]3[CH:17]=[C:16]([N+:18]([O-])=O)[CH:15]=[CH:14][C:13]=3[O:21][C@H:22]3[CH2:27][CH2:26][C@H:25]([O:28][CH3:29])[CH2:24][CH2:23]3)=[CH:10][N:9]([CH3:30])[C:8]=12. The yield is 1.00. The product is [CH3:1][O:2][C:3]1[N:4]=[CH:5][CH:6]=[C:7]2[C:11]([C:12]3[CH:17]=[C:16]([CH:15]=[CH:14][C:13]=3[O:21][C@H:22]3[CH2:27][CH2:26][C@H:25]([O:28][CH3:29])[CH2:24][CH2:23]3)[NH2:18])=[CH:10][N:9]([CH3:30])[C:8]=12. The catalyst is O1CCCC1.[Pd]. (3) The reactants are [S:1]1[CH:5]=[C:4]([C:6]2[CH:7]=[C:8]3[C:13](=[C:14]([O:16]COCC[Si](C)(C)C)[CH:15]=2)[N:12]=[CH:11][N:10](COCC[Si](C)(C)C)[C:9]3=[O:33])[CH:3]=[N:2]1. The catalyst is O.C(O)=O. The product is [OH:16][C:14]1[CH:15]=[C:6]([C:4]2[CH:3]=[N:2][S:1][CH:5]=2)[CH:7]=[C:8]2[C:13]=1[N:12]=[CH:11][NH:10][C:9]2=[O:33]. The yield is 0.140.